The task is: Predict the reactants needed to synthesize the given product.. This data is from Retrosynthesis with 50K atom-mapped reactions and 10 reaction types from USPTO. (1) Given the product CCOC(=O)C(C)(Cc1ccc(O)cc1)Oc1ccccc1, predict the reactants needed to synthesize it. The reactants are: CCOC(=O)C(C)(Cc1ccc(OCc2ccccc2)cc1)Oc1ccccc1. (2) Given the product CC(CO)Oc1ccc(Oc2cnc3cc(F)ccc3n2)cc1, predict the reactants needed to synthesize it. The reactants are: COC(=O)C(C)Oc1ccc(Oc2cnc3cc(F)ccc3n2)cc1.